From a dataset of Reaction yield outcomes from USPTO patents with 853,638 reactions. Predict the reaction yield, written as a fraction of the theoretical maximum amount of product (1.0 means a 100% yield; for example, 0.34 means a 34% yield). (1) The reactants are C1(P(C2C=CC=CC=2)C2C=CC=CC=2)C=CC=CC=1.[O:20]1[CH2:25][CH2:24][N:23]([CH2:26][CH2:27][OH:28])[CH2:22][CH2:21]1.[CH3:29][C:30]1([CH3:44])[C:34]([CH3:36])([CH3:35])[O:33][B:32]([C:37]2[CH:42]=[CH:41][C:40](O)=[CH:39][CH:38]=2)[O:31]1.N(C(N1CCCCC1)=O)=NC(N1CCCCC1)=O. The catalyst is C1COCC1. The product is [CH3:35][C:34]1([CH3:36])[C:30]([CH3:29])([CH3:44])[O:31][B:32]([C:37]2[CH:42]=[CH:41][C:40]([O:28][CH2:27][CH2:26][N:23]3[CH2:24][CH2:25][O:20][CH2:21][CH2:22]3)=[CH:39][CH:38]=2)[O:33]1. The yield is 0.530. (2) The reactants are [CH:1]1[C:6]([C@H:7]2[O:16][C:15]3[C:14]([C@@H:9]4[C@@H:8]([OH:40])[C@@H:7]([C:6]5[CH:1]=[CH:2][C:3]([OH:42])=[C:4]([OH:41])[CH:5]=5)[O:16][C:15]5[CH:14]=[C:13]([OH:38])[CH:12]=[C:11]([OH:39])[C:10]4=5)=[C:13]([OH:38])[CH:12]=[C:11]([OH:39])[C:10]=3[CH2:9][C@H:8]2[OH:40])=[CH:5][C:4]([OH:41])=[C:3]([OH:42])[CH:2]=1.C1C([C@@H]2OC3C=C(O)C=C(O)C=3C[C@@H]2O)=CC(O)=C(O)C=1. No catalyst specified. The product is [CH:1]1[C:6]([CH:7]2[O:16][C:15]3[CH:14]=[C:13]([OH:38])[CH:12]=[C:11]([OH:39])[C:10]=3[CH2:9][CH:8]2[OH:40])=[CH:5][C:4]([OH:41])=[C:3]([OH:42])[CH:2]=1. The yield is 0.200.